Dataset: Experimentally validated miRNA-target interactions with 360,000+ pairs, plus equal number of negative samples. Task: Binary Classification. Given a miRNA mature sequence and a target amino acid sequence, predict their likelihood of interaction. The miRNA is hsa-miR-5689 with sequence AGCAUACACCUGUAGUCCUAGA. The protein sequence of the target gene is MALGRTGAGAAVRARLALGLALASILSGPPAAACPTKCTCSAASVDCHGLGLRAVPRGIPRNAERLDLDRNNITRITKMDFAGLKNLRVLHLEDNQVSIIERGAFQDLKQLERLRLNKNKLQVLPELLFQSTPKLTRLDLSENQIQGIPRKAFRGVTGVKNLQLDNNHISCIEDGAFRALRDLEILTLNNNNISRILVTSFNHMPKIRTLRLHSNHLYCDCHLAWLSDWLRQRRTIGQFTLCMAPVHLRGFSVADVQKKEYVCPGPHSEAPACNANSLSCPSACSCSNNIVDCRGKGLTE.... Result: 0 (no interaction).